Dataset: Forward reaction prediction with 1.9M reactions from USPTO patents (1976-2016). Task: Predict the product of the given reaction. Given the reactants [H-].[Al+3].[Li+].[H-].[H-].[H-].C([O:9][C:10]([C:12]1([C:21]#[N:22])[CH2:20][C:19]2[C:14](=[CH:15][CH:16]=[CH:17][CH:18]=2)[CH2:13]1)=O)C.O.[OH-].[Na+], predict the reaction product. The product is: [NH2:22][CH2:21][C:12]1([CH2:10][OH:9])[CH2:20][C:19]2[C:14](=[CH:15][CH:16]=[CH:17][CH:18]=2)[CH2:13]1.